This data is from Forward reaction prediction with 1.9M reactions from USPTO patents (1976-2016). The task is: Predict the product of the given reaction. Given the reactants [C:1]([O:5][C:6]([N:8]1[CH2:13][C@H:12]([CH:14](O)[C:15]2[S:16][CH:17]=[CH:18][N:19]=2)[N:11]([CH2:21][C:22]([N:24]2[C:32]3[CH:31]=[C:30]([C:33]([F:38])([F:37])[CH2:34][CH2:35][CH3:36])[N:29]=[CH:28][C:27]=3[C:26]([CH3:40])([CH3:39])[CH2:25]2)=[O:23])[CH2:10][C@H:9]1[CH3:41])=[O:7])([CH3:4])([CH3:3])[CH3:2].C(N(CC)CC)C.CS([Cl:53])(=O)=O.C(=O)(O)[O-].[Na+], predict the reaction product. The product is: [C:1]([O:5][C:6]([N:8]1[CH2:13][C@H:12]([CH:14]([Cl:53])[C:15]2[S:16][CH:17]=[CH:18][N:19]=2)[N:11]([CH2:21][C:22]([N:24]2[C:32]3[CH:31]=[C:30]([C:33]([F:38])([F:37])[CH2:34][CH2:35][CH3:36])[N:29]=[CH:28][C:27]=3[C:26]([CH3:40])([CH3:39])[CH2:25]2)=[O:23])[CH2:10][C@H:9]1[CH3:41])=[O:7])([CH3:4])([CH3:3])[CH3:2].